This data is from Peptide-MHC class II binding affinity with 134,281 pairs from IEDB. The task is: Regression. Given a peptide amino acid sequence and an MHC pseudo amino acid sequence, predict their binding affinity value. This is MHC class II binding data. (1) The peptide sequence is FLFQRAVAREAIIAL. The MHC is H-2-IAb with pseudo-sequence H-2-IAb. The binding affinity (normalized) is 0.544. (2) The peptide sequence is EKHYFAATQFEPLAA. The MHC is HLA-DQA10401-DQB10402 with pseudo-sequence HLA-DQA10401-DQB10402. The binding affinity (normalized) is 0.525.